Dataset: Catalyst prediction with 721,799 reactions and 888 catalyst types from USPTO. Task: Predict which catalyst facilitates the given reaction. (1) Reactant: [OH:1][C:2]1[CH:7]=[CH:6][C:5]([SH:8])=[CH:4][CH:3]=1.[Cl:9][C:10]1[CH:17]=[C:16](F)[CH:15]=[CH:14][C:11]=1[CH:12]=[O:13].C(=O)([O-])[O-].[K+].[K+].[CH2:25](Br)[C:26]1[CH:31]=[CH:30][CH:29]=[CH:28][CH:27]=1. Product: [CH2:25]([O:1][C:2]1[CH:7]=[CH:6][C:5]([S:8][C:16]2[CH:15]=[CH:14][C:11]([CH:12]=[O:13])=[C:10]([Cl:9])[CH:17]=2)=[CH:4][CH:3]=1)[C:26]1[CH:31]=[CH:30][CH:29]=[CH:28][CH:27]=1. The catalyst class is: 9. (2) Reactant: [NH2:1][C:2]1[CH:7]=[CH:6][C:5]([Cl:8])=[CH:4][C:3]=1[C@@:9]([OH:19])([C:14]#[C:15][CH:16]1[CH2:18][CH2:17]1)[C:10]([F:13])([F:12])[F:11].[C:20](=O)(O)[O-:21].[K+].ClC(Cl)(OC(=O)OC(Cl)(Cl)Cl)Cl. Product: [CH:6]1[C:5]([Cl:8])=[CH:4][C:3]2[C@:9]([C:10]([F:13])([F:11])[F:12])([C:14]#[C:15][CH:16]3[CH2:18][CH2:17]3)[O:19][C:20]([NH:1][C:2]=2[CH:7]=1)=[O:21]. The catalyst class is: 11. (3) Reactant: [Cl:1][C:2]1[CH:8]=[C:7]([O:9][C:10]2[C:11]3[N:18]([CH3:19])[C:17]([CH2:20][O:21][CH:22]4[CH2:27][CH2:26][CH2:25][CH2:24][O:23]4)=[CH:16][C:12]=3[N:13]=[CH:14][N:15]=2)[CH:6]=[CH:5][C:3]=1[NH2:4].C(N(CC)CC)C.[F:35][C:36]([F:47])([F:46])[C:37]1[CH:38]=[C:39]([N:43]=[C:44]=[O:45])[CH:40]=[CH:41][CH:42]=1.O. Product: [Cl:1][C:2]1[CH:8]=[C:7]([O:9][C:10]2[C:11]3[N:18]([CH3:19])[C:17]([CH2:20][O:21][CH:22]4[CH2:27][CH2:26][CH2:25][CH2:24][O:23]4)=[CH:16][C:12]=3[N:13]=[CH:14][N:15]=2)[CH:6]=[CH:5][C:3]=1[NH:4][C:44]([NH:43][C:39]1[CH:40]=[CH:41][CH:42]=[C:37]([C:36]([F:35])([F:46])[F:47])[CH:38]=1)=[O:45]. The catalyst class is: 7. (4) Reactant: [Cl:1][C:2]1[N:3]([CH2:10][C@@H:11]2[CH2:13][O:12]2)[CH:4]=[C:5]([N+:7]([O-:9])=[O:8])[N:6]=1.[N:14]1([C:20]([O:22][C:23]([CH3:26])([CH3:25])[CH3:24])=[O:21])[CH2:19][CH2:18][NH:17][CH2:16][CH2:15]1.CN(C=O)C. Product: [Cl:1][C:2]1[N:3]([CH2:10][C@@H:11]([OH:12])[CH2:13][N:17]2[CH2:16][CH2:15][N:14]([C:20]([O:22][C:23]([CH3:26])([CH3:25])[CH3:24])=[O:21])[CH2:19][CH2:18]2)[CH:4]=[C:5]([N+:7]([O-:9])=[O:8])[N:6]=1. The catalyst class is: 6. (5) Reactant: CCOC(/N=N/C(OCC)=O)=O.[CH3:13][O:14][C:15](=[O:34])[C@H:16]([CH2:24][C:25]1[CH:30]=[C:29]([I:31])[C:28]([OH:32])=[C:27]([I:33])[CH:26]=1)[NH:17][C:18](=[O:23])[C:19]([F:22])([F:21])[F:20].[OH:35][C:36]1[CH:50]=[CH:49][C:39]([O:40][C:41]2[CH:48]=[CH:47][C:44]([CH2:45]O)=[CH:43][CH:42]=2)=[CH:38][CH:37]=1.C1(P(C2C=CC=CC=2)C2C=CC=CC=2)C=CC=CC=1. Product: [CH3:13][O:14][C:15](=[O:34])[C@H:16]([CH2:24][C:25]1[CH:26]=[C:27]([I:33])[C:28]([O:32][CH2:45][C:44]2[CH:47]=[CH:48][C:41]([O:40][C:39]3[CH:49]=[CH:50][C:36]([OH:35])=[CH:37][CH:38]=3)=[CH:42][CH:43]=2)=[C:29]([I:31])[CH:30]=1)[NH:17][C:18](=[O:23])[C:19]([F:22])([F:20])[F:21]. The catalyst class is: 7. (6) Reactant: C([O:8][C:9]1[CH:10]=[C:11]([CH:20]([OH:35])[CH2:21][NH:22][C:23]([CH3:34])([CH3:33])[CH2:24][C:25]2[CH:30]=[C:29]([CH3:31])[CH:28]=[C:27]([CH3:32])[CH:26]=2)[C:12]2[O:17][CH2:16][C:15](=[O:18])[NH:14][C:13]=2[CH:19]=1)C1C=CC=CC=1.Cl. Product: [CH3:32][C:27]1[CH:26]=[C:25]([CH2:24][C:23]([NH:22][CH2:21][CH:20]([C:11]2[C:12]3[O:17][CH2:16][C:15](=[O:18])[NH:14][C:13]=3[CH:19]=[C:9]([OH:8])[CH:10]=2)[OH:35])([CH3:34])[CH3:33])[CH:30]=[C:29]([CH3:31])[CH:28]=1. The catalyst class is: 32. (7) Product: [CH3:14][O:15][C:16]([C:18]1([CH2:24][C:25]2[CH:26]=[CH:27][C:28]([Cl:31])=[CH:29][CH:30]=2)[CH2:22][CH2:21][C:20]([CH2:5][OH:1])([CH2:8][OH:9])[C:19]1=[O:23])=[O:17]. Reactant: [O:1]1[CH2:5]CCC1.C=O.[C:8](=O)([O-])[O-:9].[K+].[K+].[CH3:14][O:15][C:16]([C:18]1([CH2:24][C:25]2[CH:30]=[CH:29][C:28]([Cl:31])=[CH:27][CH:26]=2)[CH2:22][CH2:21][CH2:20][C:19]1=[O:23])=[O:17]. The catalyst class is: 6.